From a dataset of CYP1A2 inhibition data for predicting drug metabolism from PubChem BioAssay. Regression/Classification. Given a drug SMILES string, predict its absorption, distribution, metabolism, or excretion properties. Task type varies by dataset: regression for continuous measurements (e.g., permeability, clearance, half-life) or binary classification for categorical outcomes (e.g., BBB penetration, CYP inhibition). Dataset: cyp1a2_veith. (1) The compound is CCOc1cc(/C=C2\N=C(C)OC2=O)cc(Br)c1OCC(=O)OC. The result is 1 (inhibitor). (2) The drug is CCOc1ccc(NC(=O)Cn2nnc(C(=O)NCc3ccccc3OC)c2N)cc1. The result is 0 (non-inhibitor). (3) The compound is CCCCOc1ccc(C(=O)N/C(=C\c2cccc([N+](=O)[O-])c2)C(=O)OCCC)cc1. The result is 0 (non-inhibitor). (4) The molecule is O=C(OCCCN1CCCCC1)c1ccc(O)cc1. The result is 0 (non-inhibitor). (5) The compound is COc1ccc(/C=C2\SC(=O)N(CCNC(=O)C3CC(=O)N(c4ccccc4)C3)C2=O)cc1. The result is 0 (non-inhibitor). (6) The molecule is COc1ccc(CCNC(=O)c2nnn(CC(=O)Nc3ccccc3C)c2N)cc1OC. The result is 0 (non-inhibitor). (7) The drug is COc1ccccc1NC(=O)c1nc[nH]c1C(=O)Nc1ccccc1OC. The result is 1 (inhibitor).